From a dataset of HIV replication inhibition screening data with 41,000+ compounds from the AIDS Antiviral Screen. Binary Classification. Given a drug SMILES string, predict its activity (active/inactive) in a high-throughput screening assay against a specified biological target. (1) The compound is CCOC(=O)C(=Cc1cccc(Cl)c1)N(CC)CC. The result is 0 (inactive). (2) The compound is COC(=NN=Cc1ccc(C(F)(F)F)cc1)c1ccncc1. The result is 0 (inactive). (3) The drug is Nc1nc(SCCc2ccccc2)nc2nc3c(c(-c4ccccc4)c12)CCCC3. The result is 0 (inactive).